Task: Regression/Classification. Given a drug SMILES string, predict its absorption, distribution, metabolism, or excretion properties. Task type varies by dataset: regression for continuous measurements (e.g., permeability, clearance, half-life) or binary classification for categorical outcomes (e.g., BBB penetration, CYP inhibition). Dataset: b3db_classification.. Dataset: Blood-brain barrier permeability classification from the B3DB database (1) The molecule is c1ccc2c(c1)CCc1cccc3c1C2CN1CCCCC31. The result is 1 (penetrates BBB). (2) The compound is CCCCC(=O)O[C@]1(C(=O)CO)CC[C@H]2[C@@H]3CCC4=CC(=O)C=C[C@]4(C)[C@H]3[C@@H](O)C[C@@]21C. The result is 1 (penetrates BBB). (3) The compound is CC(CC#N)N(C)CC(=O)N(C)c1ccc(Cl)cc1C(=O)c1ccccc1F. The result is 1 (penetrates BBB). (4) The compound is COc1cccc2c1C(=O)c1c(O)c3c(c(O)c1C2=O)C[C@](O)([C@H](O)CO)C[C@@H]3O. The result is 0 (does not penetrate BBB). (5) The drug is CNC(=O)Oc1ccc2c(c1)C1(C)CCN(C)[C@H]1N2C. The result is 1 (penetrates BBB). (6) The compound is CN1C2=C3N=c4ccccc4=C3CCN2C(=O)c2ccccc21. The result is 1 (penetrates BBB). (7) The molecule is O=C(O)CCCCO/N=C(\c1cccnc1)c1cccc(C(F)(F)F)c1. The result is 1 (penetrates BBB). (8) The compound is COC(=O)[C@H](c1ccccc1)[C@H]1CCCCN1. The result is 1 (penetrates BBB).